From a dataset of Forward reaction prediction with 1.9M reactions from USPTO patents (1976-2016). Predict the product of the given reaction. (1) Given the reactants [CH3:1]C([O-])(C)C.[K+].[Br:7][C:8]1[CH:9]=[C:10]([C:14]([C:16]2[CH:21]=[CH:20][CH:19]=[C:18]([Br:22])[CH:17]=2)=[O:15])[CH:11]=[CH:12][CH:13]=1.[I-].C[S+](C)C, predict the reaction product. The product is: [Br:7][C:8]1[CH:9]=[C:10]([C:14]2([C:16]3[CH:21]=[CH:20][CH:19]=[C:18]([Br:22])[CH:17]=3)[CH2:1][O:15]2)[CH:11]=[CH:12][CH:13]=1. (2) Given the reactants C(N(CC)CC)C.[C:8]([C:12]1[CH:13]=[C:14]([NH:30][S:31]([CH3:34])(=[O:33])=[O:32])[C:15]([O:28][CH3:29])=[C:16]([NH:18][C:19](=[O:27])OC2C=CC=CC=2)[CH:17]=1)([CH3:11])([CH3:10])[CH3:9].[NH2:35][C:36]1[C:45]2[C:40](=[CH:41][CH:42]=[CH:43][CH:44]=2)[C:39]([O:46][C:47]2[CH:52]=[CH:51][N:50]=[C:49]([NH:53][C:54]3[CH:59]=[CH:58][C:57]([P:60]([C:65]4[CH:70]=[CH:69][CH:68]=[CH:67][CH:66]=4)(=[O:64])[O:61][CH2:62][CH3:63])=[C:56]([O:71][CH3:72])[CH:55]=3)[CH:48]=2)=[CH:38][CH:37]=1.C(=O)(O)[O-].[NH4+], predict the reaction product. The product is: [C:8]([C:12]1[CH:13]=[C:14]([NH:30][S:31]([CH3:34])(=[O:33])=[O:32])[C:15]([O:28][CH3:29])=[C:16]([NH:18][C:19](=[O:27])[NH:35][C:36]2[C:45]3[C:40](=[CH:41][CH:42]=[CH:43][CH:44]=3)[C:39]([O:46][C:47]3[CH:52]=[CH:51][N:50]=[C:49]([NH:53][C:54]4[CH:59]=[CH:58][C:57]([P:60]([C:65]5[CH:70]=[CH:69][CH:68]=[CH:67][CH:66]=5)(=[O:64])[O:61][CH2:62][CH3:63])=[C:56]([O:71][CH3:72])[CH:55]=4)[CH:48]=3)=[CH:38][CH:37]=2)[CH:17]=1)([CH3:9])([CH3:10])[CH3:11]. (3) Given the reactants C([O:3][C:4]([C:6]1[C:7]([CH3:27])=[C:8]2[N:13]([CH:14]=1)[N:12]=[CH:11][N:10]=[C:9]2[O:15][C:16]1[C:17]([F:26])=[C:18]2[C:22](=[CH:23][CH:24]=1)[NH:21][C:20]([CH3:25])=[CH:19]2)=O)C.CC(C[AlH]CC(C)C)C.C(O)C, predict the reaction product. The product is: [F:26][C:17]1[C:16]([O:15][C:9]2[C:8]3=[C:7]([CH3:27])[C:6]([CH2:4][OH:3])=[CH:14][N:13]3[N:12]=[CH:11][N:10]=2)=[CH:24][CH:23]=[C:22]2[C:18]=1[CH:19]=[C:20]([CH3:25])[NH:21]2. (4) Given the reactants [C:1]1([OH:7])[CH:6]=[CH:5][CH:4]=[CH:3][CH:2]=1.C(CC(=O)C)(=O)C.Br[C:16]1[CH:17]=[C:18]2[C:23](=[CH:24][CH:25]=1)[C:21](=[O:22])[O:20][CH2:19]2.C(=O)([O-])[O-].[K+].[K+], predict the reaction product. The product is: [O:7]([C:16]1[CH:17]=[C:18]2[C:23](=[CH:24][CH:25]=1)[C:21](=[O:22])[O:20][CH2:19]2)[C:1]1[CH:6]=[CH:5][CH:4]=[CH:3][CH:2]=1. (5) Given the reactants [Cl:1][C:2]1[CH:7]=[C:6]([Cl:8])[CH:5]=[CH:4][C:3]=1[C:9]1[C:10]([N+:16]([O-:18])=[O:17])=[N:11][CH:12]=[C:13](Br)[N:14]=1.[C:19]([NH:26][CH2:27][CH2:28][NH2:29])([O:21][C:22]([CH3:25])([CH3:24])[CH3:23])=[O:20].CCN(C(C)C)C(C)C, predict the reaction product. The product is: [Cl:1][C:2]1[CH:7]=[C:6]([Cl:8])[CH:5]=[CH:4][C:3]=1[C:9]1[N:14]=[C:13]([NH:29][CH2:28][CH2:27][NH:26][C:19]([O:21][C:22]([CH3:25])([CH3:24])[CH3:23])=[O:20])[CH:12]=[N:11][C:10]=1[N+:16]([O-:18])=[O:17]. (6) Given the reactants [N+:1]([C:4]1[CH:9]=[CH:8][C:7]([CH2:10][C:11]([NH:13][NH2:14])=[O:12])=[CH:6][CH:5]=1)([O-:3])=[O:2].[C:15](OC)(OC)(OC)[CH2:16][CH2:17][CH3:18].CS(O)(=O)=O.O1CCCC1, predict the reaction product. The product is: [N+:1]([C:4]1[CH:5]=[CH:6][C:7]([CH2:10][C:11]2[O:12][C:15]([CH2:16][CH2:17][CH3:18])=[N:14][N:13]=2)=[CH:8][CH:9]=1)([O-:3])=[O:2].